Dataset: Experimentally validated miRNA-target interactions with 360,000+ pairs, plus equal number of negative samples. Task: Binary Classification. Given a miRNA mature sequence and a target amino acid sequence, predict their likelihood of interaction. (1) The miRNA is hsa-miR-378b with sequence ACUGGACUUGGAGGCAGAA. The protein sequence of the target gene is MAAAAAAGSGTPREEEAPGGEAAASQAQAPTSAPGGVRLSRLPLARVKALVKADPDVTLAGQEAIFILARAAELFVETIAKDAYCCAQQGKRKTLQRRDLDNAIEAVDEFAFLEGTLD. Result: 0 (no interaction). (2) Result: 1 (interaction). The protein sequence of the target gene is MSKSKDDAPHELESQFILRLPPEYASTVRRAVQSGHVNLKDRLTIELHPDGRHGIVRVDRVPLASKLVDLPCVMESLKTIDKKTFYKTADICQMLVSTVDGDLYPPVEEPVASTDPKASKKKDKDKEKKFIWNHGITLPLKNVRKRRFRKTAKKKYIESPDVEKEVKRLLSTDAEAVSTRWEIIAEDETKEAENQGLDISSPGMSGHRQGHDSLEHDELREIFNDLSSSSEDEDETQHQDEEDINIIDTEEDLERQLQDKLNESDEQHQENEGTNQLVMGIQKQIDNMKGKLQETQDRAK.... The miRNA is hsa-miR-519b-5p with sequence CUCUAGAGGGAAGCGCUUUCUG.